This data is from Reaction yield outcomes from USPTO patents with 853,638 reactions. The task is: Predict the reaction yield, written as a fraction of the theoretical maximum amount of product (1.0 means a 100% yield; for example, 0.34 means a 34% yield). The reactants are [Br:1][C:2]1[CH:3]=[C:4]2[C:9](=[CH:10][CH:11]=1)[N:8]=[CH:7][C:6]([OH:12])=[CH:5]2.O[CH:14]1[CH2:18][CH2:17][N:16]([C:19]([O:21][C:22]([CH3:25])([CH3:24])[CH3:23])=[O:20])[CH2:15]1.PPP.CCOC(/N=N/C(OCC)=O)=O. The catalyst is C1COCC1.CCOCC. The product is [Br:1][C:2]1[CH:3]=[C:4]2[C:9](=[CH:10][CH:11]=1)[N:8]=[CH:7][C:6]([O:12][CH:18]1[CH2:14][CH2:15][N:16]([C:19]([O:21][C:22]([CH3:25])([CH3:24])[CH3:23])=[O:20])[CH2:17]1)=[CH:5]2. The yield is 0.670.